Dataset: Forward reaction prediction with 1.9M reactions from USPTO patents (1976-2016). Task: Predict the product of the given reaction. (1) Given the reactants [C:1]1([CH3:10])[CH:6]=[CH:5][C:4]([CH2:7][CH2:8][NH2:9])=[CH:3][CH:2]=1.[C:11](OC(=O)C)(=[O:13])[CH3:12], predict the reaction product. The product is: [C:1]1([CH3:10])[CH:6]=[CH:5][C:4]([CH2:7][CH2:8][NH:9][C:11](=[O:13])[CH3:12])=[CH:3][CH:2]=1. (2) Given the reactants [C:1]([O:4][C@@H:5]1[CH2:22][CH2:21][C@@:20]2([CH3:23])[C:7](=[CH:8][CH2:9][C@@H:10]3[C@@H:19]2[CH2:18][CH2:17][C@@:15]2([CH3:16])[C@H:11]3[CH2:12][C@@H:13]([O:25][C:26](=[O:28])[CH3:27])[C:14]2=[O:24])[CH2:6]1)(=[O:3])[CH3:2].[BH4-].[Na+].CC(CC(CC(O)=O)=O)=O.C(OC(=O)C)(=O)C, predict the reaction product. The product is: [C:1]([O:4][C@@H:5]1[CH2:22][CH2:21][C@@:20]2([CH3:23])[C:7](=[CH:8][CH2:9][C@@H:10]3[C@@H:19]2[CH2:18][CH2:17][C@@:15]2([CH3:16])[C@H:11]3[CH2:12][C@@H:13]([O:25][C:26](=[O:28])[CH3:27])[C@@H:14]2[OH:24])[CH2:6]1)(=[O:3])[CH3:2]. (3) Given the reactants [CH3:1][O:2][C:3](=[O:37])[CH2:4][O:5][C:6]1[CH:15]=[CH:14][C:13]([Cl:16])=[C:12]2[C:7]=1[C:8]([CH3:36])=[C:9]([CH2:25][C:26]1[CH:31]=[CH:30][C:29]([S:32]([CH3:35])(=[O:34])=[O:33])=[CH:28][CH:27]=1)[C:10](OS(C(F)(F)F)(=O)=O)=[N:11]2.[Cl-].[Li+].[CH3:40][N:41](C)C=O, predict the reaction product. The product is: [CH3:1][O:2][C:3](=[O:37])[CH2:4][O:5][C:6]1[CH:15]=[CH:14][C:13]([Cl:16])=[C:12]2[C:7]=1[C:8]([CH3:36])=[C:9]([CH2:25][C:26]1[CH:31]=[CH:30][C:29]([S:32]([CH3:35])(=[O:33])=[O:34])=[CH:28][CH:27]=1)[C:10]([C:40]#[N:41])=[N:11]2. (4) The product is: [CH3:29][C:2]1[CH:3]=[C:4]2[C:9](=[CH:10][CH:11]=1)[CH2:8][N:7]([CH2:12][C:13]1[CH:14]=[C:15]([C:24]([OH:26])=[O:25])[C:16](=[O:23])[N:17]3[C:22]=1[CH:21]=[CH:20][CH:19]=[CH:18]3)[CH2:6][CH2:5]2. Given the reactants Br[C:2]1[CH:3]=[C:4]2[C:9](=[CH:10][CH:11]=1)[CH2:8][N:7]([CH2:12][C:13]1[CH:14]=[C:15]([C:24]([O:26]CC)=[O:25])[C:16](=[O:23])[N:17]3[C:22]=1[CH:21]=[CH:20][CH:19]=[CH:18]3)[CH2:6][CH2:5]2.[CH3:29][Zn]C, predict the reaction product.